From a dataset of Catalyst prediction with 721,799 reactions and 888 catalyst types from USPTO. Predict which catalyst facilitates the given reaction. (1) Reactant: Br[C:2]1[N:7]=[C:6]([CH3:8])[C:5]([CH:9]=[O:10])=[CH:4][CH:3]=1.[CH3:11][O:12][C:13]1[CH:18]=[CH:17][C:16]([SH:19])=[CH:15][CH:14]=1.C([O-])([O-])=O.[K+].[K+]. Product: [CH3:11][O:12][C:13]1[CH:18]=[CH:17][C:16]([S:19][C:2]2[N:7]=[C:6]([CH3:8])[C:5]([CH:9]=[O:10])=[CH:4][CH:3]=2)=[CH:15][CH:14]=1. The catalyst class is: 3. (2) Reactant: Br[CH2:2][CH2:3][O:4][CH2:5][CH2:6][N:7]1[C:11]2[CH:12]=[CH:13][CH:14]=[CH:15][C:10]=2[N:9]([C:16]2[C:21]([F:22])=[CH:20][CH:19]=[CH:18][C:17]=2[F:23])[S:8]1(=[O:25])=[O:24].[CH:26]1([NH2:30])[CH2:29][CH2:28][CH2:27]1. Product: [F:23][C:17]1[CH:18]=[CH:19][CH:20]=[C:21]([F:22])[C:16]=1[N:9]1[C:10]2[CH:15]=[CH:14][CH:13]=[CH:12][C:11]=2[N:7]([CH2:6][CH2:5][O:4][CH2:3][CH2:2][NH:30][CH:26]2[CH2:29][CH2:28][CH2:27]2)[S:8]1(=[O:25])=[O:24]. The catalyst class is: 5. (3) Reactant: [CH3:1][CH2:2][O:3][C:4]([C@H:6]1[CH2:10][CH2:9][C:8](=[O:11])[N:7]1[C:12]([O:14][C:15]([CH3:18])([CH3:17])[CH3:16])=[O:13])=[O:5].[F:19][C:20]1[CH:21]=[C:22]([Mg]Br)[CH:23]=[C:24]([F:27])[C:25]=1[F:26].[Cl-].[NH4+].C(OCC)(=O)C. Product: [C:15]([O:14][C:12]([NH:7][C@H:6]([CH2:10][CH2:9][C:8](=[O:11])[C:22]1[CH:21]=[C:20]([F:19])[C:25]([F:26])=[C:24]([F:27])[CH:23]=1)[C:4]([O:3][CH2:2][CH3:1])=[O:5])=[O:13])([CH3:18])([CH3:17])[CH3:16]. The catalyst class is: 7. (4) Reactant: [CH:1]1([C:5]([C:7]2[CH:12]=[CH:11][C:10]([OH:13])=[CH:9][C:8]=2F)=O)[CH2:4][CH2:3][CH2:2]1.C([O-])(=O)C.[Na+].Cl.Cl.[CH2:22]([NH:29][NH2:30])[C:23]1[CH:28]=[CH:27][CH:26]=[CH:25][CH:24]=1. Product: [CH2:22]([N:29]1[C:8]2[C:7](=[CH:12][CH:11]=[C:10]([OH:13])[CH:9]=2)[C:5]([CH:1]2[CH2:4][CH2:3][CH2:2]2)=[N:30]1)[C:23]1[CH:28]=[CH:27][CH:26]=[CH:25][CH:24]=1. The catalyst class is: 113. (5) Reactant: [OH:1][CH2:2][C:3]1[CH:8]=[CH:7][CH:6]=[CH:5][C:4]=1B(O)O.[OH-].[Na+].Cl.[N:15]12[CH2:22][CH2:21][CH:18]([CH2:19][CH2:20]1)[C@@H:17]([NH:23][C:24]([C:26]1[O:27][C:28]3[CH:34]=[CH:33][C:32](Br)=[CH:31][C:29]=3[CH:30]=1)=[O:25])[CH2:16]2. The catalyst class is: 151. Product: [N:15]12[CH2:20][CH2:19][CH:18]([CH2:21][CH2:22]1)[C@@H:17]([NH:23][C:24]([C:26]1[O:27][C:28]3[CH:34]=[CH:33][C:32]([C:4]4[CH:5]=[CH:6][CH:7]=[CH:8][C:3]=4[CH2:2][OH:1])=[CH:31][C:29]=3[CH:30]=1)=[O:25])[CH2:16]2. (6) The catalyst class is: 5. Reactant: [NH2:1][CH:2]([C:6]1[CH:11]=[CH:10][C:9]([O:12][C:13]([F:16])([F:15])[F:14])=[CH:8][CH:7]=1)[C:3]([NH2:5])=[O:4].[C:17]1(=O)[CH2:22][CH2:21][CH2:20][CH2:19][CH2:18]1. Product: [F:16][C:13]([F:14])([F:15])[O:12][C:9]1[CH:8]=[CH:7][C:6]([CH:2]2[NH:1][C:17]3([CH2:22][CH2:21][CH2:20][CH2:19][CH2:18]3)[NH:5][C:3]2=[O:4])=[CH:11][CH:10]=1. (7) Reactant: [CH3:1][C:2]1[N:3]([CH2:25][C:26]([O:28]CC)=[O:27])[C:4]2[CH2:5][C:6]([CH3:24])([CH3:23])[CH2:7][C:8](=[O:22])[C:9]=2[C:10]=1[S:11](=[O:21])(=[O:20])[N:12]([CH3:19])[C:13]1[CH:18]=[CH:17][CH:16]=[CH:15][CH:14]=1.[OH-].[Na+]. Product: [CH3:1][C:2]1[N:3]([CH2:25][C:26]([OH:28])=[O:27])[C:4]2[CH2:5][C:6]([CH3:24])([CH3:23])[CH2:7][C:8](=[O:22])[C:9]=2[C:10]=1[S:11](=[O:20])(=[O:21])[N:12]([CH3:19])[C:13]1[CH:18]=[CH:17][CH:16]=[CH:15][CH:14]=1. The catalyst class is: 20.